From a dataset of TCR-epitope binding with 47,182 pairs between 192 epitopes and 23,139 TCRs. Binary Classification. Given a T-cell receptor sequence (or CDR3 region) and an epitope sequence, predict whether binding occurs between them. (1) The epitope is KLWAQCVQL. The TCR CDR3 sequence is CASSPGRASTDTQYF. Result: 1 (the TCR binds to the epitope). (2) The epitope is DPFRLLQNSQVFS. The TCR CDR3 sequence is CASSQIGAGSNEKLFF. Result: 0 (the TCR does not bind to the epitope). (3) The epitope is SLFNTVATLY. The TCR CDR3 sequence is CSVEGLAGTGELFF. Result: 0 (the TCR does not bind to the epitope). (4) The epitope is FLPRVFSAV. The TCR CDR3 sequence is CASSLGGGHQETQYF. Result: 1 (the TCR binds to the epitope). (5) The epitope is PKYVKQNTLKLAT. The TCR CDR3 sequence is CASSLVPELGEQYF. Result: 1 (the TCR binds to the epitope). (6) The epitope is YFPLQSYGF. The TCR CDR3 sequence is CASSSIREICSMCGYTF. Result: 0 (the TCR does not bind to the epitope). (7) The epitope is QARQMVQAMRTIGTHP. The TCR CDR3 sequence is CASSLGAGANVLTF. Result: 1 (the TCR binds to the epitope). (8) The epitope is GTHWFVTQR. The TCR CDR3 sequence is CASSPLGPSYNEQFF. Result: 1 (the TCR binds to the epitope).